This data is from Forward reaction prediction with 1.9M reactions from USPTO patents (1976-2016). The task is: Predict the product of the given reaction. (1) Given the reactants C(OP([CH2:9][C:10]#[N:11])(=O)OCC)C.CC(C)([O-])C.[K+].[CH:18]([C:20]1[CH:24]=[C:23]([C:25]2[CH:30]=[CH:29][C:28]([CH3:31])=[CH:27][CH:26]=2)[N:22]([C:32]2[CH:37]=[CH:36][C:35]([S:38]([NH2:41])(=[O:40])=[O:39])=[CH:34][CH:33]=2)[N:21]=1)=O.O, predict the reaction product. The product is: [C:10](/[CH:9]=[CH:18]/[C:20]1[CH:24]=[C:23]([C:25]2[CH:30]=[CH:29][C:28]([CH3:31])=[CH:27][CH:26]=2)[N:22]([C:32]2[CH:37]=[CH:36][C:35]([S:38]([NH2:41])(=[O:40])=[O:39])=[CH:34][CH:33]=2)[N:21]=1)#[N:11]. (2) Given the reactants [NH2:1][C@@H:2]([CH3:19])[CH2:3][N:4]1[CH:8]=[CH:7][C:6]([C:9]2[CH:16]=[CH:15][C:12]([C:13]#[N:14])=[C:11]([Cl:17])[C:10]=2[CH3:18])=[N:5]1.[S:20]1[CH:24]=[C:23]([C:25]([O-])=[O:26])[N:22]=[C:21]1[C:28]([O:30][CH2:31][CH3:32])=[O:29], predict the reaction product. The product is: [Cl:17][C:11]1[C:10]([CH3:18])=[C:9]([C:6]2[CH:7]=[CH:8][N:4]([CH2:3][C@@H:2]([NH:1][C:25]([C:23]3[N:22]=[C:21]([C:28]([O:30][CH2:31][CH3:32])=[O:29])[S:20][CH:24]=3)=[O:26])[CH3:19])[N:5]=2)[CH:16]=[CH:15][C:12]=1[C:13]#[N:14]. (3) Given the reactants [CH3:1][O:2][C:3]1([C:15]([F:18])([F:17])[F:16])[CH2:14][CH2:13][C:6]2([NH:10]C(=O)N[C:7]2=[O:12])[CH2:5][CH2:4]1.Cl.[OH-:20].[Na+], predict the reaction product. The product is: [NH2:10][C:6]1([C:7]([OH:12])=[O:20])[CH2:5][CH2:4][C:3]([O:2][CH3:1])([C:15]([F:18])([F:17])[F:16])[CH2:14][CH2:13]1. (4) Given the reactants [H-].[Na+].[CH2:3]([OH:10])[C:4]1[CH:9]=[CH:8][CH:7]=[CH:6][CH:5]=1.[Br:11][C:12]1[CH:13]=[C:14]2[C:19](=[CH:20][CH:21]=1)[N:18]=[CH:17][CH:16]=[C:15]2Cl, predict the reaction product. The product is: [CH2:3]([O:10][C:15]1[C:14]2[C:19](=[CH:20][CH:21]=[C:12]([Br:11])[CH:13]=2)[N:18]=[CH:17][CH:16]=1)[C:4]1[CH:9]=[CH:8][CH:7]=[CH:6][CH:5]=1.